Dataset: Reaction yield outcomes from USPTO patents with 853,638 reactions. Task: Predict the reaction yield, written as a fraction of the theoretical maximum amount of product (1.0 means a 100% yield; for example, 0.34 means a 34% yield). (1) The reactants are C(=O)([O-])[O-].[K+].[K+].Br[CH2:8][CH2:9][C:10]([O:12][CH2:13][CH3:14])=[O:11].[I-].[K+].[NH:17]1[CH:21]=[CH:20][N:19]=[C:18]1/[CH:22]=[CH:23]/[C:24]([O:26][CH2:27][C:28]1[CH:33]=[CH:32][CH:31]=[CH:30][CH:29]=1)=[O:25]. The catalyst is CN(C=O)C.O. The product is [CH2:13]([O:12][C:10](=[O:11])[CH2:9][CH2:8][N:17]1[CH:21]=[CH:20][N:19]=[C:18]1/[CH:22]=[CH:23]/[C:24]([O:26][CH2:27][C:28]1[CH:33]=[CH:32][CH:31]=[CH:30][CH:29]=1)=[O:25])[CH3:14]. The yield is 0.720. (2) The reactants are C(OC([N:8]1[CH2:12][CH:11]([O:13][C:14]2[C:23]3[C:18](=[C:19]([Cl:26])[C:20]([O:24][CH3:25])=[CH:21][CH:22]=3)[N:17]=[C:16]([C:27]3[S:28][CH:29]=[C:30]([CH:32]([CH3:34])[CH3:33])[N:31]=3)[CH:15]=2)[CH2:10][CH:9]1[C:35](=[O:47])[NH:36][C:37]1([C:42]([O:44][CH2:45][CH3:46])=[O:43])[CH2:39][CH:38]1[CH:40]=[CH2:41])=O)(C)(C)C.FC(F)(F)C(O)=O. The catalyst is C(Cl)Cl. The product is [CH2:45]([O:44][C:42]([C:37]1([NH:36][C:35]([CH:9]2[CH2:10][CH:11]([O:13][C:14]3[C:23]4[C:18](=[C:19]([Cl:26])[C:20]([O:24][CH3:25])=[CH:21][CH:22]=4)[N:17]=[C:16]([C:27]4[S:28][CH:29]=[C:30]([CH:32]([CH3:33])[CH3:34])[N:31]=4)[CH:15]=3)[CH2:12][NH:8]2)=[O:47])[CH2:39][CH:38]1[CH:40]=[CH2:41])=[O:43])[CH3:46]. The yield is 0.970. (3) The reactants are [S:1]1[CH:5]=[CH:4][N:3]=[CH:2]1.[C:6]([O:10][C:11]([N:13]1[CH2:17][CH2:16][CH2:15][C@@H:14]1[CH2:18][O:19][C:20]1[CH:25]=[CH:24][C:23]([CH2:26][C:27]2[CH:32]=[CH:31][C:30](I)=[CH:29][CH:28]=2)=[CH:22][CH:21]=1)=[O:12])([CH3:9])([CH3:8])[CH3:7]. No catalyst specified. The product is [C:6]([O:10][C:11]([N:13]1[CH2:17][CH2:16][CH2:15][C@@H:14]1[CH2:18][O:19][C:20]1[CH:21]=[CH:22][C:23]([CH2:26][C:27]2[CH:28]=[CH:29][C:30]([C:2]3[S:1][CH:5]=[CH:4][N:3]=3)=[CH:31][CH:32]=2)=[CH:24][CH:25]=1)=[O:12])([CH3:9])([CH3:7])[CH3:8]. The yield is 0.990. (4) The catalyst is CN(C=O)C.CN(C1C=CN=CC=1)C. The reactants are [F:1][C:2]1[N:7]=[C:6]([O:8][C:9]2[CH:14]=[CH:13][C:12]([CH2:15][OH:16])=[CH:11][C:10]=2[OH:17])[CH:5]=[CH:4][CH:3]=1.C([O-])([O-])=O.[K+].[K+].[C:24](OC(=O)C)(=[O:26])[CH3:25]. The yield is 0.0300. The product is [C:24]([O:16][CH2:15][C:12]1[CH:13]=[CH:14][C:9]([O:8][C:6]2[CH:5]=[CH:4][CH:3]=[C:2]([F:1])[N:7]=2)=[C:10]([OH:17])[CH:11]=1)(=[O:26])[CH3:25]. (5) The reactants are [CH:1]1([C:4]2[N:9]=[CH:8][C:7]([C:10]3[CH:15]=[CH:14][N:13]=[C:12]([C:16]([NH:18][C:19]4[N:24]=[C:23]([C:25]([O:27]C)=O)[CH:22]=[CH:21][CH:20]=4)=[O:17])[CH:11]=3)=[CH:6][CH:5]=2)[CH2:3][CH2:2]1.O.[NH2:30][NH2:31]. The catalyst is C(O)C. The product is [CH:1]1([C:4]2[N:9]=[CH:8][C:7]([C:10]3[CH:15]=[CH:14][N:13]=[C:12]([C:16]([NH:18][C:19]4[CH:20]=[CH:21][CH:22]=[C:23]([C:25]([NH:30][NH2:31])=[O:27])[N:24]=4)=[O:17])[CH:11]=3)=[CH:6][CH:5]=2)[CH2:3][CH2:2]1. The yield is 0.470.